The task is: Predict the reaction yield, written as a fraction of the theoretical maximum amount of product (1.0 means a 100% yield; for example, 0.34 means a 34% yield).. This data is from Reaction yield outcomes from USPTO patents with 853,638 reactions. The reactants are FC(F)(F)C(O[C:6]1[CH2:7][CH2:8][N:9]([C:12]([O:14][C:15]([CH3:18])([CH3:17])[CH3:16])=[O:13])[CH2:10][CH:11]=1)=O.[F:21][C:22]1[CH:27]=[CH:26][C:25](B(O)O)=[CH:24][CH:23]=1.[F-].[Cs+]. The catalyst is COCCOC.CO.C1C=CC([P]([Pd]([P](C2C=CC=CC=2)(C2C=CC=CC=2)C2C=CC=CC=2)([P](C2C=CC=CC=2)(C2C=CC=CC=2)C2C=CC=CC=2)[P](C2C=CC=CC=2)(C2C=CC=CC=2)C2C=CC=CC=2)(C2C=CC=CC=2)C2C=CC=CC=2)=CC=1. The product is [F:21][C:22]1[CH:27]=[CH:26][C:25]([C:6]2[CH2:7][CH2:8][N:9]([C:12]([O:14][C:15]([CH3:16])([CH3:17])[CH3:18])=[O:13])[CH2:10][CH:11]=2)=[CH:24][CH:23]=1. The yield is 0.780.